From a dataset of Reaction yield outcomes from USPTO patents with 853,638 reactions. Predict the reaction yield, written as a fraction of the theoretical maximum amount of product (1.0 means a 100% yield; for example, 0.34 means a 34% yield). The reactants are [NH2:1][C:2]1[N:11]=[CH:10][C:9]2[C:8](SC)=[N:7][CH:6]=[N:5][C:4]=2[CH:3]=1.[Cl:14][C:15]1[CH:16]=[C:17]([CH:19]=[CH:20][C:21]=1[Cl:22])[NH2:18]. No catalyst specified. The product is [NH2:1][C:2]1[N:11]=[CH:10][C:9]2[C:8]([NH:18][C:17]3[CH:19]=[CH:20][C:21]([Cl:22])=[C:15]([Cl:14])[CH:16]=3)=[N:7][CH:6]=[N:5][C:4]=2[CH:3]=1. The yield is 0.640.